This data is from Catalyst prediction with 721,799 reactions and 888 catalyst types from USPTO. The task is: Predict which catalyst facilitates the given reaction. The catalyst class is: 392. Reactant: C([Li])CCC.C[Si](C)(C)N[Si](C)(C)C.[C:15]([O:18][CH2:19][CH3:20])(=[O:17])[CH3:16].[CH3:21][C:22]([C:24]1[CH:29]=[CH:28][C:27]([C:30]([F:33])([F:32])[F:31])=[CH:26][CH:25]=1)=[O:23].Cl. Product: [OH:23][C:22]([C:24]1[CH:25]=[CH:26][C:27]([C:30]([F:31])([F:32])[F:33])=[CH:28][CH:29]=1)([CH3:21])[CH2:16][C:15]([O:18][CH2:19][CH3:20])=[O:17].